This data is from Reaction yield outcomes from USPTO patents with 853,638 reactions. The task is: Predict the reaction yield, written as a fraction of the theoretical maximum amount of product (1.0 means a 100% yield; for example, 0.34 means a 34% yield). The reactants are [F:1][C:2]1[C:7]([F:8])=[CH:6][CH:5]=[CH:4][C:3]=1[NH:9][C:10](=[O:31])[CH2:11][N:12]1[CH:16]=[C:15]([N:17]=C(C2C=CC=CC=2)C2C=CC=CC=2)[CH:14]=[N:13]1.[ClH:32]. The catalyst is C(OCC)(=O)C. The product is [ClH:32].[NH2:17][C:15]1[CH:14]=[N:13][N:12]([CH2:11][C:10]([NH:9][C:3]2[CH:4]=[CH:5][CH:6]=[C:7]([F:8])[C:2]=2[F:1])=[O:31])[CH:16]=1. The yield is 0.930.